This data is from Merck oncology drug combination screen with 23,052 pairs across 39 cell lines. The task is: Regression. Given two drug SMILES strings and cell line genomic features, predict the synergy score measuring deviation from expected non-interaction effect. (1) Drug 1: O=C(NOCC(O)CO)c1ccc(F)c(F)c1Nc1ccc(I)cc1F. Drug 2: CC(C)CC(NC(=O)C(Cc1ccccc1)NC(=O)c1cnccn1)B(O)O. Cell line: EFM192B. Synergy scores: synergy=6.23. (2) Drug 1: COc1cccc2c1C(=O)c1c(O)c3c(c(O)c1C2=O)CC(O)(C(=O)CO)CC3OC1CC(N)C(O)C(C)O1. Drug 2: COC1=C2CC(C)CC(OC)C(O)C(C)C=C(C)C(OC(N)=O)C(OC)C=CC=C(C)C(=O)NC(=CC1=O)C2=O. Cell line: MSTO. Synergy scores: synergy=-39.6. (3) Drug 1: N#Cc1ccc(Cn2cncc2CN2CCN(c3cccc(Cl)c3)C(=O)C2)cc1. Drug 2: O=C(O)C1(Cc2cccc(Nc3nccs3)n2)CCC(Oc2cccc(Cl)c2F)CC1. Cell line: SW837. Synergy scores: synergy=17.9.